Dataset: NCI-60 drug combinations with 297,098 pairs across 59 cell lines. Task: Regression. Given two drug SMILES strings and cell line genomic features, predict the synergy score measuring deviation from expected non-interaction effect. (1) Drug 1: CC1CCC2CC(C(=CC=CC=CC(CC(C(=O)C(C(C(=CC(C(=O)CC(OC(=O)C3CCCCN3C(=O)C(=O)C1(O2)O)C(C)CC4CCC(C(C4)OC)OCCO)C)C)O)OC)C)C)C)OC. Drug 2: C1CN(CCN1C(=O)CCBr)C(=O)CCBr. Cell line: A498. Synergy scores: CSS=18.4, Synergy_ZIP=-6.04, Synergy_Bliss=-0.607, Synergy_Loewe=0.257, Synergy_HSA=1.21. (2) Drug 1: C1C(C(OC1N2C=NC3=C(N=C(N=C32)Cl)N)CO)O. Drug 2: CC(C)(C#N)C1=CC(=CC(=C1)CN2C=NC=N2)C(C)(C)C#N. Cell line: NCIH23. Synergy scores: CSS=64.5, Synergy_ZIP=2.77, Synergy_Bliss=-1.65, Synergy_Loewe=0.124, Synergy_HSA=-1.15. (3) Drug 2: C#CCC(CC1=CN=C2C(=N1)C(=NC(=N2)N)N)C3=CC=C(C=C3)C(=O)NC(CCC(=O)O)C(=O)O. Cell line: SF-295. Drug 1: CC1=C(C=C(C=C1)C(=O)NC2=CC(=CC(=C2)C(F)(F)F)N3C=C(N=C3)C)NC4=NC=CC(=N4)C5=CN=CC=C5. Synergy scores: CSS=44.4, Synergy_ZIP=3.75, Synergy_Bliss=2.05, Synergy_Loewe=-15.1, Synergy_HSA=2.58.